Dataset: Forward reaction prediction with 1.9M reactions from USPTO patents (1976-2016). Task: Predict the product of the given reaction. (1) Given the reactants [CH2:1]([C:7]1([C:12]2[CH:13]=C(O)C3[C@@H:16]4[CH2:27][C:26]([CH3:28])=[CH:25][CH2:24][C@H:17]4[C:18]([CH3:23])([CH3:22])[O:19][C:20]=3[CH:21]=2)SCCS1)[CH2:2][CH2:3][CH2:4][CH2:5][CH3:6].[CH2:30]([OH:32])[CH3:31].[OH2:33], predict the reaction product. The product is: [OH:32][C:30]1[CH:13]=[C:12]([C:7](=[O:33])[CH2:1][CH2:2][CH2:3][CH2:4][CH2:5][CH3:6])[CH:21]=[C:20]2[C:31]=1[C@@H:16]1[CH2:27][C:26]([CH3:28])=[CH:25][CH2:24][C@H:17]1[C:18]([CH3:23])([CH3:22])[O:19]2. (2) Given the reactants [Cl:1][C:2]1[C:3]([NH:11][C:12]([NH:14][CH2:15][CH2:16][CH2:17]Cl)=[O:13])=[C:4]([CH:8]=[CH:9][CH:10]=1)[C:5](O)=[O:6], predict the reaction product. The product is: [Cl:1][C:2]1[CH:10]=[CH:9][CH:8]=[C:4]2[C:3]=1[N:11]=[C:12]1[N:14]([CH2:15][CH2:16][CH2:17][O:13]1)[C:5]2=[O:6]. (3) Given the reactants [NH2:1][C@@H:2]([CH2:5][C:6]1[CH:11]=[CH:10][CH:9]=[CH:8][CH:7]=1)[CH2:3][OH:4], predict the reaction product. The product is: [NH2:1][C@@H:2]([CH2:5][CH:6]1[CH2:11][CH2:10][CH2:9][CH2:8][CH2:7]1)[CH2:3][OH:4]. (4) Given the reactants [CH:1]1([NH:6][C:7]([NH:9][C:10]([C:29]2[CH:34]=[CH:33][C:32]([N:35]=C(C3C=CC=CC=3)C3C=CC=CC=3)=[CH:31][N:30]=2)([C:18]2[CH:23]=[C:22]([C:24]([F:27])([F:26])[F:25])[CH:21]=[C:20]([F:28])[CH:19]=2)[CH2:11][C:12]2[CH:17]=[CH:16][CH:15]=[CH:14][CH:13]=2)=[O:8])[CH2:5][CH2:4][CH2:3][CH2:2]1.C1COCC1.CCOC(C)=O, predict the reaction product. The product is: [NH2:35][C:32]1[CH:33]=[CH:34][C:29]([C:10]([NH:9][C:7]([NH:6][CH:1]2[CH2:5][CH2:4][CH2:3][CH2:2]2)=[O:8])([C:18]2[CH:23]=[C:22]([C:24]([F:26])([F:27])[F:25])[CH:21]=[C:20]([F:28])[CH:19]=2)[CH2:11][C:12]2[CH:17]=[CH:16][CH:15]=[CH:14][CH:13]=2)=[N:30][CH:31]=1. (5) Given the reactants [OH:1][C:2]1[CH:11]=[CH:10][CH:9]=[C:8]([O:12][CH3:13])[C:3]=1[C:4]([O:6][CH3:7])=[O:5].[CH3:14][N:15]([CH3:19])[C:16](Cl)=[S:17].N12CCN(CC1)CC2.O, predict the reaction product. The product is: [CH3:14][N:15]([CH3:19])[C:16]([O:1][C:2]1[CH:11]=[CH:10][CH:9]=[C:8]([O:12][CH3:13])[C:3]=1[C:4]([O:6][CH3:7])=[O:5])=[S:17]. (6) Given the reactants [Cl:1][C:2]1[CH:27]=[C:26]([CH:28]=[O:29])[C:25]([OH:30])=[CH:24][C:3]=1[O:4][CH2:5][C:6]1[CH:13]=[CH:12][CH:11]=[C:10]([C:14]2[CH:23]=[CH:22][C:17]3[O:18][CH2:19][CH2:20][O:21][C:16]=3[CH:15]=2)[C:7]=1[C:8]#[N:9].C(=O)([O-])[O-].[Cs+].[Cs+].[C:37]([C:39]1[CH:40]=[C:41]([CH:44]=[CH:45][CH:46]=1)[CH2:42]Br)#[N:38], predict the reaction product. The product is: [Cl:1][C:2]1[CH:27]=[C:26]([CH:28]=[O:29])[C:25]([O:30][CH2:42][C:41]2[CH:44]=[CH:45][CH:46]=[C:39]([C:37]#[N:38])[CH:40]=2)=[CH:24][C:3]=1[O:4][CH2:5][C:6]1[CH:13]=[CH:12][CH:11]=[C:10]([C:14]2[CH:23]=[CH:22][C:17]3[O:18][CH2:19][CH2:20][O:21][C:16]=3[CH:15]=2)[C:7]=1[C:8]#[N:9].